From a dataset of Full USPTO retrosynthesis dataset with 1.9M reactions from patents (1976-2016). Predict the reactants needed to synthesize the given product. (1) The reactants are: Cl.C(OC([N:9]1[CH2:13][CH2:12][CH:11]([O:14][C:15]2[CH:20]=[CH:19][C:18]([F:21])=[CH:17][CH:16]=2)[CH2:10]1)=O)(C)(C)C. Given the product [F:21][C:18]1[CH:19]=[CH:20][C:15]([O:14][CH:11]2[CH2:12][CH2:13][NH:9][CH2:10]2)=[CH:16][CH:17]=1, predict the reactants needed to synthesize it. (2) Given the product [Br:1][C:2]1[CH:7]=[C:6]([F:8])[CH:5]=[CH:4][C:3]=1[CH:9]1[C:14]([C:15]([O:17][CH2:18][CH3:19])=[O:16])=[C:13]([CH2:20][Br:33])[NH:12][C:11]([C:21]2[N:25]=[CH:24][NH:23][N:22]=2)=[N:10]1, predict the reactants needed to synthesize it. The reactants are: [Br:1][C:2]1[CH:7]=[C:6]([F:8])[CH:5]=[CH:4][C:3]=1[CH:9]1[C:14]([C:15]([O:17][CH2:18][CH3:19])=[O:16])=[C:13]([CH3:20])[NH:12][C:11]([C:21]2[N:25]=[CH:24][NH:23][N:22]=2)=[N:10]1.C1C(=O)N([Br:33])C(=O)C1. (3) Given the product [Br:8][C:3]1[C:4]([CH3:7])=[N:5][O:6][C:2]=1[NH:1][S:15]([C:13]1[S:14][C:10]([Br:9])=[CH:11][CH:12]=1)(=[O:17])=[O:16], predict the reactants needed to synthesize it. The reactants are: [NH2:1][C:2]1[O:6][N:5]=[C:4]([CH3:7])[C:3]=1[Br:8].[Br:9][C:10]1[S:14][C:13]([S:15](Cl)(=[O:17])=[O:16])=[CH:12][CH:11]=1. (4) Given the product [F:29][C:25]1[CH:26]=[CH:27][CH:28]=[C:2]([F:1])[C:3]=1[CH2:4][NH:6][C:7]1[CH:12]=[CH:11][C:10]([C:13]2[C:14]([CH3:23])=[N:15][N:16]([C:18]3[S:19][CH:20]=[CH:21][N:22]=3)[CH:17]=2)=[C:9]([F:24])[CH:8]=1, predict the reactants needed to synthesize it. The reactants are: [F:1][C:2]1[CH:28]=[CH:27][CH:26]=[C:25]([F:29])[C:3]=1[C:4]([NH:6][C:7]1[CH:12]=[CH:11][C:10]([C:13]2[C:14]([CH3:23])=[N:15][N:16]([C:18]3[S:19][CH:20]=[CH:21][N:22]=3)[CH:17]=2)=[C:9]([F:24])[CH:8]=1)=O. (5) Given the product [CH3:6][O:7][C:8](=[O:11])[CH2:9][N:1]1[CH2:5][CH2:4][CH2:3][CH2:2]1, predict the reactants needed to synthesize it. The reactants are: [NH:1]1[CH2:5][CH2:4][CH2:3][CH2:2]1.[CH3:6][O:7][C:8](=[O:11])[CH2:9]Br.[OH-].[K+].C([O-])([O-])=O.[K+].[K+]. (6) Given the product [F:1][C:2]1[C:3]([C:9]([NH:11][C:13](=[O:15])[CH3:14])=[CH2:10])=[N:4][CH:5]=[C:6]([F:8])[CH:7]=1, predict the reactants needed to synthesize it. The reactants are: [F:1][C:2]1[C:3](/[C:9](=[N:11]\O)/[CH3:10])=[N:4][CH:5]=[C:6]([F:8])[CH:7]=1.[C:13](OC(=O)C)(=[O:15])[CH3:14].